Predict the reaction yield, written as a fraction of the theoretical maximum amount of product (1.0 means a 100% yield; for example, 0.34 means a 34% yield). From a dataset of Reaction yield outcomes from USPTO patents with 853,638 reactions. (1) The reactants are [F:1][C:2]1[CH:39]=[CH:38][C:5]([C:6](/[N:8]=[C:9]2\[NH:10][C:11]3[CH:26]=[CH:25][C:24]([CH2:27][N:28]4[CH2:33][CH2:32][CH:31]([C:34]([OH:37])([CH3:36])[CH3:35])[CH2:30][CH2:29]4)=[CH:23][C:12]=3[N:13]\2[C@@H:14]2[CH2:19][CH2:18][C@H:17]([C:20]([OH:22])=O)[CH2:16][CH2:15]2)=[O:7])=[CH:4][CH:3]=1.CN(C(ON1N=[N:55][C:50]2C=[CH:52][CH:53]=[N:54][C:49]1=2)=[N+](C)C)C.F[P-](F)(F)(F)(F)F.CCN(C(C)C)C(C)C.N1CCNCC1. The catalyst is CN(C=O)C. The product is [F:1][C:2]1[CH:3]=[CH:4][C:5]([C:6](/[N:8]=[C:9]2\[NH:10][C:11]3[CH:26]=[CH:25][C:24]([CH2:27][N:28]4[CH2:29][CH2:30][CH:31]([C:34]([OH:37])([CH3:35])[CH3:36])[CH2:32][CH2:33]4)=[CH:23][C:12]=3[N:13]\2[C@H:14]2[CH2:19][CH2:18][C@@H:17]([C:20]([N:54]3[CH2:49][CH2:50][NH:55][CH2:52][CH2:53]3)=[O:22])[CH2:16][CH2:15]2)=[O:7])=[CH:38][CH:39]=1. The yield is 0.595. (2) The reactants are N1C=CN=C1.[C:6]([Si:10](Cl)([C:17]1[CH:22]=[CH:21][CH:20]=[CH:19][CH:18]=1)[C:11]1[CH:16]=[CH:15][CH:14]=[CH:13][CH:12]=1)([CH3:9])([CH3:8])[CH3:7].[Cl:24][C:25]1[C@@H:26]([OH:32])[C@@H:27]([OH:31])[CH:28]=[CH:29][CH:30]=1. The yield is 0.780. The product is [O:31]([CH:27]1[CH:26]([OH:32])[C:25]([Cl:24])=[CH:30][CH:29]=[CH:28]1)[Si:10]([C:6]([CH3:9])([CH3:8])[CH3:7])([C:17]1[CH:22]=[CH:21][CH:20]=[CH:19][CH:18]=1)[C:11]1[CH:16]=[CH:15][CH:14]=[CH:13][CH:12]=1. The catalyst is C(Cl)Cl.